Dataset: NCI-60 drug combinations with 297,098 pairs across 59 cell lines. Task: Regression. Given two drug SMILES strings and cell line genomic features, predict the synergy score measuring deviation from expected non-interaction effect. (1) Drug 1: C1CCC(CC1)NC(=O)N(CCCl)N=O. Drug 2: B(C(CC(C)C)NC(=O)C(CC1=CC=CC=C1)NC(=O)C2=NC=CN=C2)(O)O. Cell line: SF-268. Synergy scores: CSS=35.1, Synergy_ZIP=-7.90, Synergy_Bliss=-5.39, Synergy_Loewe=-6.40, Synergy_HSA=-6.79. (2) Drug 1: CC1=C(C=C(C=C1)NC2=NC=CC(=N2)N(C)C3=CC4=NN(C(=C4C=C3)C)C)S(=O)(=O)N.Cl. Drug 2: CC1CCC2CC(C(=CC=CC=CC(CC(C(=O)C(C(C(=CC(C(=O)CC(OC(=O)C3CCCCN3C(=O)C(=O)C1(O2)O)C(C)CC4CCC(C(C4)OC)OCCO)C)C)O)OC)C)C)C)OC. Cell line: 786-0. Synergy scores: CSS=20.6, Synergy_ZIP=2.01, Synergy_Bliss=3.62, Synergy_Loewe=-9.53, Synergy_HSA=4.21.